Dataset: Full USPTO retrosynthesis dataset with 1.9M reactions from patents (1976-2016). Task: Predict the reactants needed to synthesize the given product. (1) Given the product [CH:38]1([N:41]2[CH2:46][CH2:45][N:44]([C:30]([C:29]3[CH:28]=[C:27]([CH:35]=[CH:34][CH:33]=3)[CH2:26][N:3]3[CH:4]=[C:5]([C:8]4[O:12][N:11]=[C:10]([C:13]5[CH:14]=[CH:15][C:16]([C:19]([CH3:25])([CH3:24])[C:20]([F:21])([F:22])[F:23])=[CH:17][CH:18]=5)[N:9]=4)[CH:6]=[CH:7][C:2]3=[O:1])=[O:31])[CH2:43][CH2:42]2)[CH2:40][CH2:39]1, predict the reactants needed to synthesize it. The reactants are: [O:1]=[C:2]1[CH:7]=[CH:6][C:5]([C:8]2[O:12][N:11]=[C:10]([C:13]3[CH:18]=[CH:17][C:16]([C:19]([CH3:25])([CH3:24])[C:20]([F:23])([F:22])[F:21])=[CH:15][CH:14]=3)[N:9]=2)=[CH:4][N:3]1[CH2:26][C:27]1[CH:28]=[C:29]([CH:33]=[CH:34][CH:35]=1)[C:30](Cl)=[O:31].Cl.Cl.[CH:38]1([N:41]2[CH2:46][CH2:45][NH:44][CH2:43][CH2:42]2)[CH2:40][CH2:39]1. (2) Given the product [CH3:24][C:21]1([CH3:25])[O:20][C@H:19]([CH2:18][O:10][C:6]2[CH:7]=[CH:8][CH:9]=[C:4]([N+:1]([O-:3])=[O:2])[CH:5]=2)[CH2:23][O:22]1, predict the reactants needed to synthesize it. The reactants are: [N+:1]([C:4]1[CH:5]=[C:6]([OH:10])[CH:7]=[CH:8][CH:9]=1)([O-:3])=[O:2].C(=O)([O-])[O-].[K+].[K+].Cl[CH2:18][C@@H:19]1[CH2:23][O:22][C:21]([CH3:25])([CH3:24])[O:20]1.O. (3) Given the product [F:1][C:2]1[CH:3]=[C:4]([C@:9]2([CH3:18])[CH2:10][CH2:11][C:12]([CH3:17])([CH3:16])[C:13](=[O:15])[N:14]2[CH2:22][C:23]([O:25][CH3:26])=[O:24])[CH:5]=[C:6]([F:8])[CH:7]=1, predict the reactants needed to synthesize it. The reactants are: [F:1][C:2]1[CH:3]=[C:4]([C@@:9]2([CH3:18])[NH:14][C:13](=[O:15])[C:12]([CH3:17])([CH3:16])[CH2:11][CH2:10]2)[CH:5]=[C:6]([F:8])[CH:7]=1.[H-].[K+].Br[CH2:22][C:23]([O:25][CH3:26])=[O:24].[Cl-].[NH4+]. (4) Given the product [CH3:7][C:8]1[CH:13]=[CH:12][C:11]([C@:14]2([O:23][C@H:22]([CH2:24][OH:25])[C@@H:20]([OH:21])[C@H:18]([OH:19])[C@H:16]2[OH:17])[OH:15])=[CH:10][C:9]=1[CH2:26][C:27]1[CH:28]=[CH:29][C:30]([O:33][CH:2]2[CH2:6][CH2:5][CH2:4][CH2:3]2)=[CH:31][CH:32]=1, predict the reactants needed to synthesize it. The reactants are: I[CH:2]1[CH2:6][CH2:5][CH2:4][CH2:3]1.[CH3:7][C:8]1[CH:13]=[CH:12][C:11]([C@:14]2([O:23][C@H:22]([CH2:24][OH:25])[C@@H:20]([OH:21])[C@H:18]([OH:19])[C@H:16]2[OH:17])[OH:15])=[CH:10][C:9]=1[CH2:26][C:27]1[CH:32]=[CH:31][C:30]([OH:33])=[CH:29][CH:28]=1.C(=O)([O-])[O-].[Cs+].[Cs+].